The task is: Predict the reaction yield, written as a fraction of the theoretical maximum amount of product (1.0 means a 100% yield; for example, 0.34 means a 34% yield).. This data is from Reaction yield outcomes from USPTO patents with 853,638 reactions. (1) The reactants are COC(=O)N.[CH3:6][O:7][C:8](=[O:52])[NH:9][CH:10]([C:14]([N:16]1[CH2:20][CH2:19][CH2:18][CH:17]1[C:21]1[NH:22][C:23]([C:26]2[CH:35]=[CH:34][C:33]3[C:28](=[CH:29][CH:30]=[C:31]([C:36]4[CH:41]=[CH:40][C:39]([C:42]5[NH:43][C:44]([CH:47]6[CH2:51][CH2:50][CH2:49][NH:48]6)=[N:45][CH:46]=5)=[CH:38][CH:37]=4)[CH:32]=3)[CH:27]=2)=[CH:24][N:25]=1)=[O:15])[CH:11]([CH3:13])[CH3:12].[CH3:53][O:54][C:55]([NH:57][C@@H:58]([C:62]1[CH:67]=[CH:66][CH:65]=[CH:64][C:63]=1[O:68][CH3:69])[C:59](O)=[O:60])=[O:56].[O-]P([O-])([O-])=O.[K+].[K+].[K+].CCOC(C(C#N)=NOC(N1CCOCC1)=[N+](C)C)=O.F[P-](F)(F)(F)(F)F. The catalyst is C(Cl)Cl. The product is [CH3:6][O:7][C:8](=[O:52])[NH:9][CH:10]([C:14]([N:16]1[CH2:20][CH2:19][CH2:18][CH:17]1[C:21]1[NH:22][C:23]([C:26]2[CH:35]=[CH:34][C:33]3[C:28](=[CH:29][CH:30]=[C:31]([C:36]4[CH:41]=[CH:40][C:39]([C:42]5[NH:43][C:44]([CH:47]6[CH2:51][CH2:50][CH2:49][N:48]6[C:59](=[O:60])[CH:58]([NH:57][C:55]([O:54][CH3:53])=[O:56])[C:62]6[CH:67]=[CH:66][CH:65]=[CH:64][C:63]=6[O:68][CH3:69])=[N:45][CH:46]=5)=[CH:38][CH:37]=4)[CH:32]=3)[CH:27]=2)=[CH:24][N:25]=1)=[O:15])[CH:11]([CH3:13])[CH3:12]. The yield is 0.500. (2) The reactants are [Cl:1][C:2]1[CH:12]=[CH:11][CH:10]=[CH:9][C:3]=1[C@@H:4]([OH:8])[C:5]([OH:7])=[O:6].P(=O)(Cl)(Cl)Cl.[CH3:18]O. The product is [Cl:1][C:2]1[CH:12]=[CH:11][CH:10]=[CH:9][C:3]=1[C@@H:4]([OH:8])[C:5]([O:7][CH3:18])=[O:6]. The yield is 0.950. No catalyst specified. (3) The reactants are [N:1]1[C:10]2[C:5](=[CH:6][C:7]([CH2:11][N:12]3[C:16]4=[N:17][C:18]([C:21](=O)[CH3:22])=[CH:19][N:20]=[C:15]4[N:14]=[N:13]3)=[CH:8][CH:9]=2)[CH:4]=[CH:3][CH:2]=1.Cl.[CH3:25][O:26][NH2:27].C(N(CC)CC)C. The catalyst is CO. The product is [CH3:25][O:26]/[N:27]=[C:21](/[C:18]1[N:17]=[C:16]2[N:12]([CH2:11][C:7]3[CH:6]=[C:5]4[C:10](=[CH:9][CH:8]=3)[N:1]=[CH:2][CH:3]=[CH:4]4)[N:13]=[N:14][C:15]2=[N:20][CH:19]=1)\[CH3:22]. The yield is 0.690. (4) The reactants are Br[C:2]1[S:6][C:5]([NH:7][C:8]([NH:10][C:11]2[CH:16]=[CH:15][C:14]([CH3:17])=[CH:13][C:12]=2[C:18]([CH:20]2[CH2:24][CH2:23][CH2:22][CH2:21]2)=[O:19])=[O:9])=[N:4][CH:3]=1.[SH:25][C:26]1[CH:31]=[CH:30][C:29]([CH2:32][C:33]([OH:35])=[O:34])=[CH:28][CH:27]=1. No catalyst specified. The product is [CH:20]1([C:18]([C:12]2[CH:13]=[C:14]([CH3:17])[CH:15]=[CH:16][C:11]=2[NH:10][C:8](=[O:9])[NH:7][C:5]2[S:6][C:2]([S:25][C:26]3[CH:27]=[CH:28][C:29]([CH2:32][C:33]([OH:35])=[O:34])=[CH:30][CH:31]=3)=[CH:3][N:4]=2)=[O:19])[CH2:24][CH2:23][CH2:22][CH2:21]1. The yield is 0.300. (5) The reactants are C1C=CC(P(C2C(C3C(P(C4C=CC=CC=4)C4C=CC=CC=4)=CC=C4C=3C=CC=C4)=C3C(C=CC=C3)=CC=2)C2C=CC=CC=2)=CC=1.[CH2:47]([N:50]1[CH2:55][CH2:54][NH:53][CH2:52][CH2:51]1)[CH:48]=[CH2:49].Cl[C:57]1[N:62]=[CH:61][C:60]([O:63][S:64]([C:67]2[CH:72]=[CH:71][C:70]([CH:73]([CH3:75])[CH3:74])=[CH:69][CH:68]=2)(=[O:66])=[O:65])=[CH:59][CH:58]=1. The catalyst is C1(C)C=CC=CC=1.C([O-])(=O)C.[Pd+2].C([O-])(=O)C. The product is [CH2:47]([N:50]1[CH2:55][CH2:54][N:53]([C:57]2[N:62]=[CH:61][C:60]([O:63][S:64]([C:67]3[CH:68]=[CH:69][C:70]([CH:73]([CH3:75])[CH3:74])=[CH:71][CH:72]=3)(=[O:66])=[O:65])=[CH:59][CH:58]=2)[CH2:52][CH2:51]1)[CH:48]=[CH2:49]. The yield is 0.210. (6) The yield is 0.508. The product is [C:27]1([C:30]2[CH:31]=[CH:32][CH:33]=[CH:34][CH:35]=2)[CH:28]=[CH:29][C:24]([N:13]2[C:12]3[CH:11]=[C:10]4[C:2]([CH3:22])([CH3:1])[C:3]5[C:8]([C:9]4=[CH:21][C:20]=3[C:19]3[C:14]2=[CH:15][CH:16]=[CH:17][CH:18]=3)=[CH:7][CH:6]=[CH:5][CH:4]=5)=[CH:25][CH:26]=1. The reactants are [CH3:1][C:2]1([CH3:22])[C:10]2=[CH:11][C:12]3[NH:13][C:14]4[C:19]([C:20]=3[CH:21]=[C:9]2[C:8]2[C:3]1=[CH:4][CH:5]=[CH:6][CH:7]=2)=[CH:18][CH:17]=[CH:16][CH:15]=4.Br[C:24]1[CH:29]=[CH:28][C:27]([C:30]2[CH:35]=[CH:34][CH:33]=[CH:32][CH:31]=2)=[CH:26][CH:25]=1.C(P(C(C)(C)C)C(C)(C)C)(C)(C)C.CC([O-])(C)C.[Na+]. The catalyst is C1(C)C=CC=CC=1.CC([O-])=O.CC([O-])=O.[Pd+2]. (7) The reactants are [NH2:1][C:2]1[CH:3]=[C:4]([CH:29]=[C:30]([C:32]([F:35])([F:34])[F:33])[CH:31]=1)[C:5]([NH:7][C:8]1[CH:13]=[CH:12][CH:11]=[C:10]([C:14]2[N:19]3[N:20]=[C:21]([C:23]4[CH:28]=[CH:27][N:26]=[CH:25][CH:24]=4)[CH:22]=[C:18]3[N:17]=[CH:16][CH:15]=2)[CH:9]=1)=[O:6].[Cl:36][CH2:37][C:38](Cl)=[O:39].N1C=CC=CC=1. The catalyst is C(Cl)Cl.CN(C=O)C. The product is [Cl:36][CH2:37][C:38]([NH:1][C:2]1[CH:3]=[C:4]([CH:29]=[C:30]([C:32]([F:35])([F:34])[F:33])[CH:31]=1)[C:5]([NH:7][C:8]1[CH:13]=[CH:12][CH:11]=[C:10]([C:14]2[N:19]3[N:20]=[C:21]([C:23]4[CH:24]=[CH:25][N:26]=[CH:27][CH:28]=4)[CH:22]=[C:18]3[N:17]=[CH:16][CH:15]=2)[CH:9]=1)=[O:6])=[O:39]. The yield is 0.830.